From a dataset of Catalyst prediction with 721,799 reactions and 888 catalyst types from USPTO. Predict which catalyst facilitates the given reaction. (1) Reactant: Cl.[CH2:2]([NH:4][C:5]([NH:7][C:8]1[CH:13]=[CH:12][C:11]([C:14]2[N:15]=[C:16]([N:23]3[CH2:28][CH2:27][O:26][CH2:25][C@@H:24]3[CH3:29])[C:17]3[CH2:22][NH:21][CH2:20][C:18]=3[N:19]=2)=[CH:10][C:9]=1[F:30])=[O:6])[CH3:3].CN1CCOCC1.C(Cl)CCl.C1C=CC2N(O)N=NC=2C=1.[C:52]([N:55]1[CH2:60][CH2:59][CH:58]([C:61](O)=[O:62])[CH2:57][CH2:56]1)(=[O:54])[CH3:53]. Product: [C:52]([N:55]1[CH2:56][CH2:57][CH:58]([C:61]([N:21]2[CH2:22][C:17]3[C:16]([N:23]4[CH2:28][CH2:27][O:26][CH2:25][C@@H:24]4[CH3:29])=[N:15][C:14]([C:11]4[CH:12]=[CH:13][C:8]([NH:7][C:5]([NH:4][CH2:2][CH3:3])=[O:6])=[C:9]([F:30])[CH:10]=4)=[N:19][C:18]=3[CH2:20]2)=[O:62])[CH2:59][CH2:60]1)(=[O:54])[CH3:53]. The catalyst class is: 3. (2) Reactant: [NH2:1][C@H:2]([C:18]([O:20][CH2:21][C:22]1[CH:27]=[CH:26][CH:25]=[CH:24][CH:23]=1)=[O:19])[CH2:3][CH2:4][CH2:5][CH2:6][NH:7][C:8]([O:10][CH2:11][C:12]1[CH:17]=[CH:16][CH:15]=[CH:14][CH:13]=1)=[O:9].Cl.[NH:29]([C:49]([O:51][CH2:52][C:53]1[CH:58]=[CH:57][CH:56]=[CH:55][CH:54]=1)=[O:50])[C@H:30]([C:46](O)=[O:47])[CH2:31][CH2:32][CH2:33][CH2:34][NH:35][C:36]([O:38][CH2:39][C:40]1[CH:45]=[CH:44][CH:43]=[CH:42][CH:41]=1)=[O:37].C1C=C2N=NN(O)C2=CC=1.O.C(N(CC)CC)C.CCN=C=NCCCN(C)C.Cl. Product: [CH2:11]([O:10][C:8]([NH:7][CH2:6][CH2:5][CH2:4][CH2:3][C@@H:2]([C:18]([O:20][CH2:21][C:22]1[CH:27]=[CH:26][CH:25]=[CH:24][CH:23]=1)=[O:19])[NH:1][C:46](=[O:47])[C@H:30]([CH2:31][CH2:32][CH2:33][CH2:34][NH:35][C:36]([O:38][CH2:39][C:40]1[CH:45]=[CH:44][CH:43]=[CH:42][CH:41]=1)=[O:37])[NH:29][C:49]([O:51][CH2:52][C:53]1[CH:58]=[CH:57][CH:56]=[CH:55][CH:54]=1)=[O:50])=[O:9])[C:12]1[CH:13]=[CH:14][CH:15]=[CH:16][CH:17]=1. The catalyst class is: 4. (3) Reactant: C[O:2][C:3]1[C:4]([N+:12]([O-:14])=[O:13])=[C:5]2[C:9](=[CH:10][CH:11]=1)[NH:8][CH:7]=[CH:6]2.B(Br)(Br)Br. Product: [OH:2][C:3]1[C:4]([N+:12]([O-:14])=[O:13])=[C:5]2[C:9](=[CH:10][CH:11]=1)[NH:8][CH:7]=[CH:6]2. The catalyst class is: 46.